From a dataset of Forward reaction prediction with 1.9M reactions from USPTO patents (1976-2016). Predict the product of the given reaction. (1) Given the reactants [F:1][C:2]1[CH:9]=[C:8]([F:10])[CH:7]=[CH:6][C:3]=1[CH:4]=[O:5].[CH2:11](O)[CH2:12][OH:13].C1(C)C=CC(S(O)(=O)=O)=CC=1, predict the reaction product. The product is: [F:1][C:2]1[CH:9]=[C:8]([F:10])[CH:7]=[CH:6][C:3]=1[CH:4]1[O:13][CH2:12][CH2:11][O:5]1. (2) Given the reactants [H-].[Na+].[C:3]([O:7][C:8]([N:10]1[CH2:15][CH2:14][CH:13]([OH:16])[CH2:12][CH2:11]1)=[O:9])([CH3:6])([CH3:5])[CH3:4].F[C:18]1[CH:19]=[C:20]([C:24]([F:27])([F:26])[F:25])[CH:21]=[CH:22][CH:23]=1.O, predict the reaction product. The product is: [C:3]([O:7][C:8]([N:10]1[CH2:15][CH2:14][CH:13]([O:16][C:18]2[CH:23]=[CH:22][CH:21]=[C:20]([C:24]([F:27])([F:26])[F:25])[CH:19]=2)[CH2:12][CH2:11]1)=[O:9])([CH3:6])([CH3:4])[CH3:5]. (3) Given the reactants [CH:1]1([C:7]2[C:15]3[CH:14]=[CH:13][C:12]([C:16]([O:18]C)=[O:17])=[CH:11][C:10]=3[N:9]3[CH2:20][C:21](=O)[C:22]4[C:23]5[C:28]([NH:29][CH:30]=4)=[CH:27][CH:26]=[CH:25][C:24]=5[C:8]=23)[CH2:6][CH2:5][CH2:4][CH2:3][CH2:2]1.S(C)C.[OH-].[Na+], predict the reaction product. The product is: [CH:1]1([C:7]2[C:15]3[CH:14]=[CH:13][C:12]([C:16]([OH:18])=[O:17])=[CH:11][C:10]=3[N:9]3[CH2:20][CH2:21][C:22]4[C:23]5[C:28]([NH:29][CH:30]=4)=[CH:27][CH:26]=[CH:25][C:24]=5[C:8]=23)[CH2:2][CH2:3][CH2:4][CH2:5][CH2:6]1. (4) Given the reactants C(OC([N:8]1[CH2:14][CH2:13][CH2:12][N:11]([C:15]2[N:23]([C:24]3[CH:29]=[CH:28][CH:27]=[CH:26][CH:25]=3)[C:18]3=[N:19][CH:20]=[CH:21][CH:22]=[C:17]3[C:16]=2[CH:30]=[O:31])[CH2:10][CH2:9]1)=O)(C)(C)C.FC(F)(F)C(O)=O.C(#N)C.CCOCC, predict the reaction product. The product is: [N:11]1([C:15]2[N:23]([C:24]3[CH:25]=[CH:26][CH:27]=[CH:28][CH:29]=3)[C:18]3=[N:19][CH:20]=[CH:21][CH:22]=[C:17]3[C:16]=2[CH:30]=[O:31])[CH2:12][CH2:13][CH2:14][NH:8][CH2:9][CH2:10]1. (5) Given the reactants C([Li])(C)(C)C.[CH3:6][N:7]1[CH2:12][CH2:11][N:10]([S:13]([C:16]2[CH:17]=[C:18]3[C:22](=[CH:23][CH:24]=2)[N:21]([C:25]([O:27][C:28]([CH3:31])([CH3:30])[CH3:29])=[O:26])[CH:20]=[CH:19]3)(=[O:15])=[O:14])[CH2:9][CH2:8]1.[B:32](OC)([O:35]C)[O:33]C, predict the reaction product. The product is: [C:28]([O:27][C:25]([N:21]1[C:22]2[C:18](=[CH:17][C:16]([S:13]([N:10]3[CH2:9][CH2:8][N:7]([CH3:6])[CH2:12][CH2:11]3)(=[O:15])=[O:14])=[CH:24][CH:23]=2)[CH:19]=[C:20]1[B:32]([OH:35])[OH:33])=[O:26])([CH3:31])([CH3:30])[CH3:29].